This data is from Full USPTO retrosynthesis dataset with 1.9M reactions from patents (1976-2016). The task is: Predict the reactants needed to synthesize the given product. Given the product [CH2:1]([O:8][C:9]([O:11][C:12]1[C:20]([O:21][CH3:22])=[CH:19][C:15]([C:16]([O:18][C@H:36]2[C@H:56]([O:57][CH3:58])[C@@H:55]([C:59]([O:61][CH3:62])=[O:60])[C@@H:54]3[C@@H:38]([CH2:39][N:40]4[C@H:52]([CH2:53]3)[C:51]3[NH:50][C:49]5[C:44](=[CH:45][CH:46]=[C:47]([O:63][CH3:64])[CH:48]=5)[C:43]=3[CH2:42][CH2:41]4)[CH2:37]2)=[O:17])=[CH:14][C:13]=1[O:23][CH3:24])=[O:10])[C:2]1[CH:3]=[CH:4][CH:5]=[CH:6][CH:7]=1, predict the reactants needed to synthesize it. The reactants are: [CH2:1]([O:8][C:9]([O:11][C:12]1[C:20]([O:21][CH3:22])=[CH:19][C:15]([C:16]([OH:18])=[O:17])=[CH:14][C:13]=1[O:23][CH3:24])=[O:10])[C:2]1[CH:7]=[CH:6][CH:5]=[CH:4][CH:3]=1.C1(S(Cl)(=O)=O)C=CC=CC=1.O[C@H:36]1[C@H:56]([O:57][CH3:58])[C@@H:55]([C:59]([O:61][CH3:62])=[O:60])[C@@H:54]2[C@@H:38]([CH2:39][N:40]3[C@H:52]([CH2:53]2)[C:51]2[NH:50][C:49]4[C:44](=[CH:45][CH:46]=[C:47]([O:63][CH3:64])[CH:48]=4)[C:43]=2[CH2:42][CH2:41]3)[CH2:37]1.